From a dataset of HIV replication inhibition screening data with 41,000+ compounds from the AIDS Antiviral Screen. Binary Classification. Given a drug SMILES string, predict its activity (active/inactive) in a high-throughput screening assay against a specified biological target. The molecule is CC(=O)Oc1c2c(c(OC(C)=O)c3c1n(C(C)=O)c1ccccc1n3C(C)=O)n(C(C)=O)c1ccccc1n2C(C)=O. The result is 0 (inactive).